From a dataset of Catalyst prediction with 721,799 reactions and 888 catalyst types from USPTO. Predict which catalyst facilitates the given reaction. (1) Reactant: [BH4-].[Na+].[OH-].[Na+].O.[CH3:6][C:7]([CH3:14])([C:11](=[O:13])[CH3:12])[C:8](=[O:10])[CH3:9]. Product: [CH3:6][C:7]([CH3:14])([CH:11]([OH:13])[CH3:12])[CH:8]([OH:10])[CH3:9]. The catalyst class is: 5. (2) Reactant: [OH:1][C:2]([C:5]1[C:9]2[CH2:10][N:11](C(OC(C)(C)C)=O)[CH2:12][CH2:13][C:8]=2[NH:7][N:6]=1)([CH3:4])[CH3:3].Cl.O1CCOCC1. Product: [NH:7]1[C:8]2[CH2:13][CH2:12][NH:11][CH2:10][C:9]=2[C:5]([C:2]([OH:1])([CH3:3])[CH3:4])=[N:6]1. The catalyst class is: 12.